This data is from Forward reaction prediction with 1.9M reactions from USPTO patents (1976-2016). The task is: Predict the product of the given reaction. (1) Given the reactants [F:1][C:2]([F:33])([C:17]([F:32])([F:31])[C:18]([F:30])([F:29])[C:19]([F:28])([F:27])[C:20]([F:26])([F:25])[C:21]([F:24])([F:23])[F:22])[CH2:3][CH2:4][O:5][CH2:6][CH2:7][CH2:8][CH2:9][CH2:10][CH2:11][CH2:12][CH2:13][CH2:14][CH:15]=[CH2:16].CO.[S:36]1C=CC=C1CC(O)=O.Cl.Cl.N(C(C)(C)C(N)=N)=NC(C)(C)C(N)=N.[C:61]([O:64]CC)(=O)[CH3:62].CCCCCC, predict the reaction product. The product is: [F:1][C:2]([F:33])([C:17]([F:31])([F:32])[C:18]([F:29])([F:30])[C:19]([F:27])([F:28])[C:20]([F:25])([F:26])[C:21]([F:23])([F:24])[F:22])[CH2:3][CH2:4][O:5][CH2:6][CH2:7][CH2:8][CH2:9][CH2:10][CH2:11][CH2:12][CH2:13][CH2:14][CH2:15][CH2:16][S:36][C:61](=[O:64])[CH3:62]. (2) Given the reactants [F:1][CH:2]([F:23])[O:3][C:4]1[CH:9]=[CH:8][C:7]([C:10](=O)[C:11]([C:13]2[CH:18]=[CH:17][CH:16]=[CH:15]C=2)=O)=[CH:6][C:5]=1[CH2:20][CH2:21][F:22].[C:24](=[O:27])([O-])[O-].[Na+].[Na+].Cl.[CH3:31][NH:32][C:33]([NH2:35])=[NH:34], predict the reaction product. The product is: [NH2:35][C:33]1[N:32]([CH3:31])[C:24](=[O:27])[C:10]([C:7]2[CH:8]=[CH:9][C:4]([O:3][CH:2]([F:1])[F:23])=[C:5]([CH2:20][CH2:21][F:22])[CH:6]=2)([C:11]2[CH:13]=[CH:18][CH:17]=[CH:16][CH:15]=2)[N:34]=1. (3) Given the reactants [CH2:1]([CH:3]([CH2:13][CH3:14])[C:4]([N:6]1[CH2:11][CH2:10][C:9](=O)[CH2:8][CH2:7]1)=[O:5])[CH3:2].Cl.[NH2:16][C@H:17]([C:22]([NH2:24])=[O:23])[CH2:18][CH2:19][S:20][CH3:21].C(N(CC)CC)C, predict the reaction product. The product is: [CH2:1]([CH:3]([CH2:13][CH3:14])[C:4]([N:6]1[CH2:11][CH2:10][C:9]2([NH:24][C:22](=[O:23])[C@H:17]([CH2:18][CH2:19][S:20][CH3:21])[NH:16]2)[CH2:8][CH2:7]1)=[O:5])[CH3:2]. (4) Given the reactants Cl[C:2]1[NH:3][C:4](=[O:14])[C:5]2[C:10]([CH:11]=1)=[CH:9][C:8]([OH:12])=[C:7]([OH:13])[CH:6]=2.[CH3:15][N:16]([CH3:23])[CH:17]1[CH2:22][CH2:21][NH:20][CH2:19][CH2:18]1, predict the reaction product. The product is: [OH:12][C:8]1[CH:9]=[C:10]2[C:5](=[CH:6][C:7]=1[OH:13])[C:4](=[O:14])[NH:3][C:2]([N:20]1[CH2:21][CH2:22][CH:17]([N:16]([CH3:23])[CH3:15])[CH2:18][CH2:19]1)=[CH:11]2. (5) Given the reactants C(OC([N:8]1[CH2:13][CH2:12][CH:11]([C:14](=[O:39])[NH:15][C:16]2[CH:17]=[N:18][C:19]([O:22][C:23]3[CH:24]=[C:25]4[C:30](=[CH:31][CH:32]=3)[O:29][CH:28]([C:33]3[CH:38]=[CH:37][CH:36]=[CH:35][CH:34]=3)[CH2:27][CH2:26]4)=[CH:20][CH:21]=2)[CH2:10][CH2:9]1)=O)(C)(C)C.Cl, predict the reaction product. The product is: [C:33]1([CH:28]2[CH2:27][CH2:26][C:25]3[C:30](=[CH:31][CH:32]=[C:23]([O:22][C:19]4[N:18]=[CH:17][C:16]([NH:15][C:14]([CH:11]5[CH2:12][CH2:13][NH:8][CH2:9][CH2:10]5)=[O:39])=[CH:21][CH:20]=4)[CH:24]=3)[O:29]2)[CH:38]=[CH:37][CH:36]=[CH:35][CH:34]=1. (6) Given the reactants C(=O)([O-])[O-].[K+].[K+].Cl.C([O:10][C:11](=[O:19])[CH2:12][C@H:13]1[CH2:18][CH2:17][CH2:16][NH:15][CH2:14]1)C.Br[CH:21]([C:24]1[CH:25]=[C:26]2[C:31](=[CH:32][CH:33]=1)[C:30]([C:34]([F:37])([F:36])[F:35])=[C:29]([O:38][C@H:39]1[CH2:44][CH2:43][C@@H:42]([CH2:45][CH3:46])[CH2:41][CH2:40]1)[CH:28]=[CH:27]2)[CH2:22][CH3:23].O1CCCC1.CO.[OH-].[Na+].Cl, predict the reaction product. The product is: [CH2:45]([C@@H:42]1[CH2:41][CH2:40][C@H:39]([O:38][C:29]2[C:30]([C:34]([F:35])([F:36])[F:37])=[C:31]3[C:26](=[CH:27][CH:28]=2)[CH:25]=[C:24]([CH:21]([N:15]2[CH2:16][CH2:17][CH2:18][C@H:13]([CH2:12][C:11]([OH:10])=[O:19])[CH2:14]2)[CH2:22][CH3:23])[CH:33]=[CH:32]3)[CH2:44][CH2:43]1)[CH3:46]. (7) Given the reactants [CH3:1][C:2]1[N:3]=[CH:4][NH:5][CH:6]=1.C(N(CC)CC)C.[C:14](Cl)(=[O:16])[CH3:15], predict the reaction product. The product is: [CH3:1][C:2]1[N:3]=[CH:4][N:5]([C:14](=[O:16])[CH3:15])[CH:6]=1. (8) Given the reactants [C:1]([N:4]1[C:8]([CH3:9])=[C:7]([CH2:10][C:11]2[CH:16]=[CH:15][C:14]([S:17][CH2:18][CH3:19])=[CH:13][CH:12]=2)[C:6]([O:20][C@@H:21]2[O:29][C@H:28]([CH2:30][OH:31])[C@@H:26]([OH:27])[C@H:24]([OH:25])[C@H:22]2[OH:23])=[N:5]1)(=[O:3])[CH3:2].Cl[C:33]([O:35][CH2:36][CH3:37])=[O:34].C(O)(=O)CC(CC(O)=O)(C(O)=O)O, predict the reaction product. The product is: [C:1]([N:4]1[C:8]([CH3:9])=[C:7]([CH2:10][C:11]2[CH:16]=[CH:15][C:14]([S:17][CH2:18][CH3:19])=[CH:13][CH:12]=2)[C:6]([O:20][C@@H:21]2[O:29][C@H:28]([CH2:30][O:31][C:33]([O:35][CH2:36][CH3:37])=[O:34])[C@@H:26]([OH:27])[C@H:24]([OH:25])[C@H:22]2[OH:23])=[N:5]1)(=[O:3])[CH3:2]. (9) Given the reactants [C:1](O)([CH3:4])([CH3:3])[CH3:2].[OH:6][C:7]1[CH:15]=[C:14]([OH:16])[CH:13]=[CH:12][C:8]=1[C:9]([OH:11])=[O:10].FC(F)(F)C(O)=O.S(=O)(=O)(O)O, predict the reaction product. The product is: [C:1]([C:13]1[C:14]([OH:16])=[CH:15][C:7]([OH:6])=[C:8]([CH:12]=1)[C:9]([OH:11])=[O:10])([CH3:4])([CH3:3])[CH3:2]. (10) The product is: [Cl:1][C:2]1[N:7]=[C:6]([N:16]2[CH2:15][CH:14]3[O:21][CH:18]([CH2:19][CH2:20]3)[CH2:17]2)[CH:5]=[C:4]([C:9]([F:12])([F:11])[F:10])[N:3]=1. Given the reactants [Cl:1][C:2]1[N:7]=[C:6](Cl)[CH:5]=[C:4]([C:9]([F:12])([F:11])[F:10])[N:3]=1.Cl.[CH:14]12[O:21][CH:18]([CH2:19][CH2:20]1)[CH2:17][NH:16][CH2:15]2.C(N(CC)CC)C, predict the reaction product.